This data is from Forward reaction prediction with 1.9M reactions from USPTO patents (1976-2016). The task is: Predict the product of the given reaction. (1) Given the reactants [C:9](O[C:9]([O:11][C:12]([CH3:15])([CH3:14])[CH3:13])=[O:10])([O:11][C:12]([CH3:15])([CH3:14])[CH3:13])=[O:10].[C:16]1([C:29]2[CH:34]=[CH:33][CH:32]=[CH:31][CH:30]=2)[CH:21]=[CH:20][C:19]([C@@:22]([C:25]([O:27][CH3:28])=[O:26])([CH3:24])[NH2:23])=[CH:18][CH:17]=1.CCN(CC)CC, predict the reaction product. The product is: [C:16]1([C:29]2[CH:30]=[CH:31][CH:32]=[CH:33][CH:34]=2)[CH:21]=[CH:20][C:19]([C@@:22]([C:25]([O:27][CH3:28])=[O:26])([CH3:24])[NH:23][C:9]([O:11][C:12]([CH3:13])([CH3:14])[CH3:15])=[O:10])=[CH:18][CH:17]=1. (2) The product is: [Cl:18][C:15]1[CH:14]=[CH:13][C:12]([C:9]2[C:8]([C:19]3[CH:24]=[CH:23][C:22]([Cl:25])=[CH:21][CH:20]=3)=[N:7][C:6]([O:5][CH:3]3[CH2:2][N:1]([S:29]([CH:26]([CH3:28])[CH3:27])(=[O:31])=[O:30])[CH2:4]3)=[CH:11][N:10]=2)=[CH:17][CH:16]=1. Given the reactants [NH:1]1[CH2:4][CH:3]([O:5][C:6]2[N:7]=[C:8]([C:19]3[CH:24]=[CH:23][C:22]([Cl:25])=[CH:21][CH:20]=3)[C:9]([C:12]3[CH:17]=[CH:16][C:15]([Cl:18])=[CH:14][CH:13]=3)=[N:10][CH:11]=2)[CH2:2]1.[CH:26]([S:29](Cl)(=[O:31])=[O:30])([CH3:28])[CH3:27], predict the reaction product. (3) The product is: [Cl:1][C:2]1[C:34]([Cl:35])=[CH:33][C:5]2[N:6]([C:11]3[CH:16]=[CH:15][C:14]([CH2:17][CH2:18][N:19]([OH:40])[C:20]([NH:22][S:23]([C:26]4[CH:27]=[CH:28][C:29]([CH3:32])=[CH:30][CH:31]=4)(=[O:25])=[O:24])=[O:21])=[CH:13][CH:12]=3)[C:7]([CH2:9][CH3:10])=[N:8][C:4]=2[CH:3]=1. Given the reactants [Cl:1][C:2]1[C:34]([Cl:35])=[CH:33][C:5]2[N:6]([C:11]3[CH:16]=[CH:15][C:14]([CH2:17][CH2:18][NH:19][C:20]([NH:22][S:23]([C:26]4[CH:31]=[CH:30][C:29]([CH3:32])=[CH:28][CH:27]=4)(=[O:25])=[O:24])=[O:21])=[CH:13][CH:12]=3)[C:7]([CH2:9][CH3:10])=[N:8][C:4]=2[CH:3]=1.C([O:40]C(NOC(OC(C)(C)C)=O)=O)(C)(C)C.C1(P(C2C=CC=CC=2)C2C=CC=CC=2)C=CC=CC=1.N(C(OCC)=O)=NC(OCC)=O, predict the reaction product. (4) Given the reactants [C:1]([O:5][C:6]([N:8]1[CH2:13][CH2:12][C:11](=O)[CH2:10][CH2:9]1)=[O:7])([CH3:4])([CH3:3])[CH3:2].[CH3:15][O:16][C:17]1[CH:23]=[C:22]([F:24])[CH:21]=[CH:20][C:18]=1[NH2:19], predict the reaction product. The product is: [C:1]([O:5][C:6]([N:8]1[CH2:13][CH2:12][CH:11]([NH:19][C:18]2[CH:20]=[CH:21][C:22]([F:24])=[CH:23][C:17]=2[O:16][CH3:15])[CH2:10][CH2:9]1)=[O:7])([CH3:4])([CH3:3])[CH3:2]. (5) Given the reactants Br[C:2]1[C:6]2[CH2:7][N:8]([C:11](=[O:13])[CH3:12])[CH2:9][CH2:10][C:5]=2[N:4]([CH:14]2[CH2:19][CH2:18][CH2:17][CH2:16][O:15]2)[N:3]=1.C(O[Na])(C)(C)C.[CH3:26][N:27]1[CH:31]=[C:30]([C:32]2[CH:33]=[C:34]3[C:39](=[CH:40][CH:41]=2)[NH:38][CH2:37][CH2:36][CH2:35]3)[CH:29]=[N:28]1.C1(P(C2CCCCC2)C2C=CC=CC=2C2C(OC(C)C)=CC=CC=2OC(C)C)CCCCC1, predict the reaction product. The product is: [CH3:26][N:27]1[CH:31]=[C:30]([C:32]2[CH:33]=[C:34]3[C:39](=[CH:40][CH:41]=2)[N:38]([C:2]2[C:6]4[CH2:7][N:8]([C:11](=[O:13])[CH3:12])[CH2:9][CH2:10][C:5]=4[N:4]([CH:14]4[CH2:19][CH2:18][CH2:17][CH2:16][O:15]4)[N:3]=2)[CH2:37][CH2:36][CH2:35]3)[CH:29]=[N:28]1. (6) Given the reactants [C:1]([NH:4][C:5]1[S:6][C:7]([S:10](Cl)(=[O:12])=[O:11])=[CH:8][N:9]=1)(=[O:3])[CH3:2].Cl.[O:15]1[CH2:21][CH2:20][CH2:19][NH:18][CH2:17][CH2:16]1.CCN(C(C)C)C(C)C.[Cl-].[NH4+], predict the reaction product. The product is: [O:15]1[CH2:21][CH2:20][CH2:19][N:18]([S:10]([C:7]2[S:6][C:5]([NH:4][C:1](=[O:3])[CH3:2])=[N:9][CH:8]=2)(=[O:12])=[O:11])[CH2:17][CH2:16]1.